From a dataset of Catalyst prediction with 721,799 reactions and 888 catalyst types from USPTO. Predict which catalyst facilitates the given reaction. (1) Reactant: C(N(CC)CC)C.C1(C)C=CC(S(O)(=O)=O)=CC=1.[CH2:19]([O:26][C:27](=[O:42])[C@H:28]([CH2:30][CH2:31][C:32]([O:34][CH2:35][C:36]1[CH:41]=[CH:40][CH:39]=[CH:38][CH:37]=1)=[O:33])[NH2:29])[C:20]1[CH:25]=[CH:24][CH:23]=[CH:22][CH:21]=1.[C:43]([O:47][C:48](O[C:48]([O:47][C:43]([CH3:46])([CH3:45])[CH3:44])=[O:49])=[O:49])([CH3:46])([CH3:45])[CH3:44]. Product: [CH2:19]([O:26][C:27](=[O:42])[C@H:28]([CH2:30][CH2:31][C:32]([O:34][CH2:35][C:36]1[CH:41]=[CH:40][CH:39]=[CH:38][CH:37]=1)=[O:33])[NH:29][C:48]([O:47][C:43]([CH3:46])([CH3:45])[CH3:44])=[O:49])[C:20]1[CH:21]=[CH:22][CH:23]=[CH:24][CH:25]=1. The catalyst class is: 4. (2) Product: [CH3:26][N:25]([CH3:27])[C:16]1([C:19]2[CH:24]=[CH:23][CH:22]=[CH:21][CH:20]=2)[CH2:17][CH2:18][C:13]2([C:2]3[NH:1][C:9]4[C:4](=[CH:5][CH:6]=[CH:7][CH:8]=4)[C:3]=3[CH2:10][C@@H:11]([CH3:29])[CH2:12]2)[CH2:14][CH2:15]1. Reactant: [NH:1]1[C:9]2[C:4](=[CH:5][CH:6]=[CH:7][CH:8]=2)[C:3]([CH2:10][C@@H:11]([CH3:29])[CH2:12][C:13]2(O)[CH2:18][CH2:17][C:16]([N:25]([CH3:27])[CH3:26])([C:19]3[CH:24]=[CH:23][CH:22]=[CH:21][CH:20]=3)[CH2:15][CH2:14]2)=[CH:2]1.C[Si](OS(C(F)(F)F)(=O)=O)(C)C.ClCCl. The catalyst class is: 26. (3) Reactant: [S:1]1[C:5]2[CH:6]=[CH:7][CH:8]=[CH:9][C:4]=2[N:3]=[C:2]1[N:10]1[C:14](=[O:15])[C:13](=[CH:16][N:17](C)C)[C:12]([C:20]2[CH:25]=[CH:24][CH:23]=[CH:22][C:21]=2[O:26][CH3:27])=[N:11]1.N. Product: [NH2:17][CH:16]=[C:13]1[C:12]([C:20]2[CH:25]=[CH:24][CH:23]=[CH:22][C:21]=2[O:26][CH3:27])=[N:11][N:10]([C:2]2[S:1][C:5]3[CH:6]=[CH:7][CH:8]=[CH:9][C:4]=3[N:3]=2)[C:14]1=[O:15]. The catalyst class is: 40. (4) Reactant: [Cl:1][C:2]1[CH:3]=[C:4]([C:9]2[CH:13]=[C:12]([C:14]3[CH:19]=[CH:18][C:17]([O:20][CH3:21])=[CH:16][CH:15]=3)[N:11]([CH2:22][C:23]3[CH:32]=[CH:31][C:26]([C:27]([O:29]C)=[O:28])=[CH:25][CH:24]=3)[N:10]=2)[CH:5]=[C:6]([Cl:8])[CH:7]=1.CO.[OH-].[Na+]. Product: [Cl:1][C:2]1[CH:3]=[C:4]([C:9]2[CH:13]=[C:12]([C:14]3[CH:19]=[CH:18][C:17]([O:20][CH3:21])=[CH:16][CH:15]=3)[N:11]([CH2:22][C:23]3[CH:24]=[CH:25][C:26]([C:27]([OH:29])=[O:28])=[CH:31][CH:32]=3)[N:10]=2)[CH:5]=[C:6]([Cl:8])[CH:7]=1. The catalyst class is: 1. (5) Reactant: [NH2:1][C:2]1[CH:3]=[CH:4][C:5]([C:8]#[N:9])=[N:6][CH:7]=1.[Cl:10][C:11]1[CH:12]=[C:13]([CH:16]=[CH:17][C:18]=1[F:19])[CH:14]=O.[CH2:20]=[C:21]([CH3:23])[CH3:22].FC(F)(F)S([O-])(=O)=O.[Yb+3].FC(F)(F)S([O-])(=O)=O.FC(F)(F)S([O-])(=O)=O. Product: [Cl:10][C:11]1[CH:12]=[C:13]([CH:14]2[CH2:20][C:21]([CH3:23])([CH3:22])[C:3]3[C:2](=[CH:7][N:6]=[C:5]([C:8]#[N:9])[CH:4]=3)[NH:1]2)[CH:16]=[CH:17][C:18]=1[F:19]. The catalyst class is: 115. (6) Reactant: [N:1]([CH:4]([C:10]1[N:14]([C:15]2[CH:20]=[CH:19][C:18]([O:21][CH3:22])=[CH:17][CH:16]=2)[N:13]=[CH:12][CH:11]=1)[CH:5]([CH2:8][CH3:9])[CH2:6][CH3:7])=[N+]=[N-]. Product: [CH2:8]([CH:5]([CH2:6][CH3:7])[CH:4]([NH2:1])[C:10]1[N:14]([C:15]2[CH:16]=[CH:17][C:18]([O:21][CH3:22])=[CH:19][CH:20]=2)[N:13]=[CH:12][CH:11]=1)[CH3:9]. The catalyst class is: 19. (7) Reactant: C(OC([N:8]1[C:32]2[C:27](=[CH:28][CH:29]=[C:30](Br)[CH:31]=2)[C:10]2([CH:15]([C:16]3[CH:21]=[CH:20][CH:19]=[C:18]([Cl:22])[CH:17]=3)[CH2:14][C:13](=[O:23])[NH:12][CH:11]2[C:24]([CH3:26])=[CH2:25])[C:9]1=[O:34])=O)(C)(C)C.N1C2C(=CC=CC=2)[CH2:37][C:36]1=O.[O-]P([O-])([O-])=O.[K+].[K+].[K+]. Product: [Cl:22][C:18]1[CH:17]=[C:16]([CH:15]2[CH2:14][C:13](=[O:23])[NH:12][CH:11]([C:24]([CH3:26])=[CH2:25])[C:10]32[C:27]2[C:32](=[CH:31][C:30]([C:36]#[CH:37])=[CH:29][CH:28]=2)[NH:8][C:9]3=[O:34])[CH:21]=[CH:20][CH:19]=1. The catalyst class is: 109. (8) Reactant: [Cl:1][C:2]1[C:3]([C:9]2[NH:13][C:12]3[CH:14]=[CH:15][CH:16]=[CH:17][C:11]=3[N:10]=2)=[N:4][C:5](Cl)=[CH:6][CH:7]=1.[NH3:18]. Product: [NH:10]1[C:11]2[CH:17]=[CH:16][CH:15]=[CH:14][C:12]=2[N:13]=[C:9]1[C:3]1[N:4]=[C:5]([NH2:18])[CH:6]=[CH:7][C:2]=1[Cl:1]. The catalyst class is: 8. (9) Reactant: [F:1][C:2]1[CH:7]=[CH:6][C:5]([C:8]2[CH:13]=[CH:12][C:11]([C@@H:14]([N:16]3[CH2:21][CH2:20][C@:19]([CH2:27][C:28](O)=[O:29])([C:22]4[S:23][CH:24]=[CH:25][CH:26]=4)[O:18][C:17]3=[O:31])[CH3:15])=[CH:10][CH:9]=2)=[CH:4][CH:3]=1. Product: [F:1][C:2]1[CH:7]=[CH:6][C:5]([C:8]2[CH:9]=[CH:10][C:11]([C@@H:14]([N:16]3[CH2:21][CH2:20][C@:19]([CH2:27][CH2:28][OH:29])([C:22]4[S:23][CH:24]=[CH:25][CH:26]=4)[O:18][C:17]3=[O:31])[CH3:15])=[CH:12][CH:13]=2)=[CH:4][CH:3]=1. The catalyst class is: 1.